Dataset: Reaction yield outcomes from USPTO patents with 853,638 reactions. Task: Predict the reaction yield, written as a fraction of the theoretical maximum amount of product (1.0 means a 100% yield; for example, 0.34 means a 34% yield). (1) The reactants are [CH:1]([S:4][C:5]1[C:6]([CH:11]2[CH:15]([C:16]([O:18][CH2:19][CH3:20])=[O:17])[CH2:14][CH2:13][NH:12]2)=[N:7][CH:8]=[CH:9][CH:10]=1)([CH3:3])[CH3:2].CCN(CC)CC.[C:28](O[C:28]([O:30][C:31]([CH3:34])([CH3:33])[CH3:32])=[O:29])([O:30][C:31]([CH3:34])([CH3:33])[CH3:32])=[O:29]. The catalyst is C1COCC1. The product is [CH:1]([S:4][C:5]1[C:6]([C@H:11]2[C@H:15]([C:16]([O:18][CH2:19][CH3:20])=[O:17])[CH2:14][CH2:13][N:12]2[C:28]([O:30][C:31]([CH3:34])([CH3:33])[CH3:32])=[O:29])=[N:7][CH:8]=[CH:9][CH:10]=1)([CH3:3])[CH3:2]. The yield is 0.450. (2) The reactants are [N:1]1[C:10]2[C:5](=[CH:6][CH:7]=[CH:8][CH:9]=2)[CH:4]=[CH:3][C:2]=1[N:11]1[CH2:14][CH:13]([OH:15])[CH2:12]1.[H-].[Na+].Cl[C:19]1[N:20]=[N:21][C:22](Cl)=[CH:23][C:24]=1[N:25]1[CH2:30][CH2:29][CH:28]([C:31](=[O:33])[CH3:32])[CH2:27][CH2:26]1. The catalyst is CN(C=O)C.O. The product is [N:1]1[C:10]2[C:5](=[CH:6][CH:7]=[CH:8][CH:9]=2)[CH:4]=[CH:3][C:2]=1[N:11]1[CH2:12][CH:13]([O:15][C:19]2[N:20]=[N:21][CH:22]=[CH:23][C:24]=2[N:25]2[CH2:30][CH2:29][CH:28]([CH:31]([OH:33])[CH3:32])[CH2:27][CH2:26]2)[CH2:14]1. The yield is 0.700.